From a dataset of Forward reaction prediction with 1.9M reactions from USPTO patents (1976-2016). Predict the product of the given reaction. (1) Given the reactants [Br:1][C:2]1[CH:7]=[CH:6][C:5]([CH:8]([CH3:11])[C:9]#[N:10])=[CH:4][CH:3]=1.[CH2:12]=[O:13], predict the reaction product. The product is: [Br:1][C:2]1[CH:3]=[CH:4][C:5]([C:8]([CH3:11])([CH2:12][OH:13])[C:9]#[N:10])=[CH:6][CH:7]=1. (2) The product is: [Cl:26][C:17]1[C:18]2[C:23](=[CH:22][CH:21]=[CH:20][CH:19]=2)[CH:24]=[CH:25][C:16]=1/[CH:31]=[CH:30]/[C:29]#[N:32]. Given the reactants P(C1C=CC=CC=1)(C)C.FC(F)(F)S(O[C:16]1[CH:25]=[CH:24][C:23]2[C:18](=[CH:19][CH:20]=[CH:21][CH:22]=2)[C:17]=1[Cl:26])(=O)=O.[C:29](#[N:32])[CH:30]=[CH2:31].C(N(CC)CC)C, predict the reaction product.